From a dataset of Full USPTO retrosynthesis dataset with 1.9M reactions from patents (1976-2016). Predict the reactants needed to synthesize the given product. (1) Given the product [ClH:26].[CH3:1][N:2]1[CH:7]=[CH:6][C:5]([C:8]2[N:9]=[C:10]([C@H:13]3[CH2:17][CH2:16][CH2:15][NH:14]3)[S:11][CH:12]=2)=[CH:4][C:3]1=[O:25], predict the reactants needed to synthesize it. The reactants are: [CH3:1][N:2]1[CH:7]=[CH:6][C:5]([C:8]2[N:9]=[C:10]([C@H:13]3[CH2:17][CH2:16][CH2:15][N:14]3C(OC(C)(C)C)=O)[S:11][CH:12]=2)=[CH:4][C:3]1=[O:25].[ClH:26]. (2) Given the product [CH3:12][C:4]1[CH:3]=[C:2]([NH:1][C:22]2[CH:27]=[CH:26][CH:25]=[CH:24][CH:23]=2)[CH:7]=[C:6]([CH3:8])[C:5]=1[C:9](=[O:11])[CH3:10], predict the reactants needed to synthesize it. The reactants are: [NH2:1][C:2]1[CH:7]=[C:6]([CH3:8])[C:5]([C:9](=[O:11])[CH3:10])=[C:4]([CH3:12])[CH:3]=1.[O-]P([O-])([O-])=O.[K+].[K+].[K+].I[C:22]1[CH:27]=[CH:26][CH:25]=[CH:24][CH:23]=1.